Predict the product of the given reaction. From a dataset of Forward reaction prediction with 1.9M reactions from USPTO patents (1976-2016). Given the reactants [CH3:1][C:2]1[CH:10]=[CH:9][C:5]2[S:6][CH:7]=[CH:8][C:4]=2[CH:3]=1.[Li][C:12](C)(C)[CH3:13].C(I)C, predict the reaction product. The product is: [CH2:12]([C:7]1[S:6][C:5]2[CH:9]=[CH:10][C:2]([CH3:1])=[CH:3][C:4]=2[CH:8]=1)[CH3:13].